Dataset: Catalyst prediction with 721,799 reactions and 888 catalyst types from USPTO. Task: Predict which catalyst facilitates the given reaction. (1) Reactant: [N:1]1[C:10]2[C:5](=[CH:6][CH:7]=[CH:8][CH:9]=2)[CH:4]=[CH:3][C:2]=1[N:11]1[CH2:14][CH:13]([OH:15])[CH2:12]1.[H-].[Na+].Cl[C:19]1[N:20]=[N:21][C:22](Cl)=[CH:23][C:24]=1[N:25]1[CH2:30][CH2:29][CH:28]([C:31](=[O:33])[CH3:32])[CH2:27][CH2:26]1. Product: [N:1]1[C:10]2[C:5](=[CH:6][CH:7]=[CH:8][CH:9]=2)[CH:4]=[CH:3][C:2]=1[N:11]1[CH2:12][CH:13]([O:15][C:19]2[N:20]=[N:21][CH:22]=[CH:23][C:24]=2[N:25]2[CH2:30][CH2:29][CH:28]([CH:31]([OH:33])[CH3:32])[CH2:27][CH2:26]2)[CH2:14]1. The catalyst class is: 18. (2) Reactant: C([C:3]1[N:8]=[C:7]2[C:9]([C:19](=[O:28])[NH:20][C@H:21]3[CH2:26][CH2:25][CH2:24][CH2:23][C@@H:22]3[OH:27])=[CH:10][N:11]([C:12](OC(C)(C)C)=O)[C:6]2=[CH:5][CH:4]=1)#N.C(=O)([O-])[O-].[Cs+].[Cs+].[Br:35][C:36]1[CH:41]=[CH:40][C:39](CBr)=[CH:38][CH:37]=1. Product: [Br:35][C:36]1[CH:41]=[CH:40][C:39]([CH2:12][N:11]2[C:6]3[C:7](=[N:8][CH:3]=[CH:4][CH:5]=3)[C:9]([C:19]([NH:20][C@H:21]3[CH2:26][CH2:25][CH2:24][CH2:23][C@@H:22]3[OH:27])=[O:28])=[CH:10]2)=[CH:38][CH:37]=1. The catalyst class is: 31. (3) Reactant: [NH2:1][C:2]1[CH:3]=[C:4]([CH:22]=[CH:23][CH:24]=1)[C:5]([NH:7][CH2:8][CH:9]([OH:21])[CH2:10][N:11]1[CH2:20][CH2:19][C:18]2[C:13](=[CH:14][CH:15]=[CH:16][CH:17]=2)[CH2:12]1)=[O:6].[CH3:25][C:26]1([CH3:33])[CH2:31][C:30](=O)[CH2:29][CH2:28][O:27]1.CC(O)=O.[BH3-]C#N.[Na+]. Product: [CH2:12]1[C:13]2[C:18](=[CH:17][CH:16]=[CH:15][CH:14]=2)[CH2:19][CH2:20][N:11]1[CH2:10][CH:9]([OH:21])[CH2:8][NH:7][C:5](=[O:6])[C:4]1[CH:22]=[CH:23][CH:24]=[C:2]([NH:1][CH:30]2[CH2:29][CH2:28][O:27][C:26]([CH3:33])([CH3:25])[CH2:31]2)[CH:3]=1. The catalyst class is: 5.